This data is from Catalyst prediction with 721,799 reactions and 888 catalyst types from USPTO. The task is: Predict which catalyst facilitates the given reaction. Reactant: [O:1]=[C:2]1[CH2:7][CH2:6][N:5]([C:8]([O:10][C:11]([CH3:14])([CH3:13])[CH3:12])=[O:9])[CH2:4][CH2:3]1.[Li+].C[Si]([N-][Si](C)(C)C)(C)C.[CH2:25]([O:27][C:28](=[O:34])[C:29](OCC)=[O:30])[CH3:26]. Product: [CH2:25]([O:27][C:28](=[O:34])/[C:29](=[C:7]1\[CH2:6][N:5]([C:8]([O:10][C:11]([CH3:14])([CH3:13])[CH3:12])=[O:9])[CH2:4][CH2:3][C:2]\1=[O:1])/[OH:30])[CH3:26]. The catalyst class is: 28.